Dataset: Forward reaction prediction with 1.9M reactions from USPTO patents (1976-2016). Task: Predict the product of the given reaction. (1) The product is: [NH2:7][CH2:8][CH2:9][CH2:10][CH2:11][NH:12][C:13]([CH2:14][CH2:15][N:16]([C:17]1[CH:22]=[CH:21][CH:20]=[CH:19][CH:18]=1)[C:23]([C:25]1[CH:44]=[CH:43][C:28]2[N:29]([CH3:42])[C:30]([CH2:32][NH:33][C:34]3[CH:39]=[CH:38][C:37]([C:40](=[NH:41])[NH2:51])=[CH:36][CH:35]=3)=[N:31][C:27]=2[CH:26]=1)=[O:24])=[O:45]. Given the reactants C(OC(=O)[NH:7][CH2:8][CH2:9][CH2:10][CH2:11][NH:12][C:13](=[O:45])[CH2:14][CH2:15][N:16]([C:23]([C:25]1[CH:44]=[CH:43][C:28]2[N:29]([CH3:42])[C:30]([CH2:32][NH:33][C:34]3[CH:39]=[CH:38][C:37]([C:40]#[N:41])=[CH:36][CH:35]=3)=[N:31][C:27]=2[CH:26]=1)=[O:24])[C:17]1[CH:22]=[CH:21][CH:20]=[CH:19][CH:18]=1)(C)(C)C.C(=O)([O-])[O-].[NH4+:51].[NH4+], predict the reaction product. (2) Given the reactants [C:1](Cl)(=[O:5])[C:2](Cl)=O.[CH3:7][N:8]([CH3:11])C=O.[F:12][C:13]1[C:14]([N:23]2[C:27]([CH3:28])=[C:26]([C:29]([OH:31])=O)[CH:25]=[N:24]2)=[N:15][CH:16]=[C:17]([C:19]([F:22])([F:21])[F:20])[CH:18]=1, predict the reaction product. The product is: [F:12][C:13]1[C:14]([N:23]2[C:27]([CH3:28])=[C:26]([C:29]([NH:15][C:14]3[CH:7]=[N:8][C:11]([C:26]4[CH2:25][CH2:2][CH:1]([OH:5])[CH2:28][CH:27]=4)=[C:18]([CH3:17])[CH:13]=3)=[O:31])[CH:25]=[N:24]2)=[N:15][CH:16]=[C:17]([C:19]([F:20])([F:21])[F:22])[CH:18]=1. (3) Given the reactants [CH3:1][C:2]12[O:8][CH:5]([CH:6]=[CH:7]1)[C:4]([C:9]([F:12])([F:11])[F:10])=[C:3]2[C:13]([F:16])([F:15])[F:14].C(=O)([O-])[O-].[K+].[K+], predict the reaction product. The product is: [CH3:1][C:2]1[CH:7]=[CH:6][C:5]([OH:8])=[C:4]([C:9]([F:12])([F:11])[F:10])[C:3]=1[C:13]([F:14])([F:15])[F:16]. (4) Given the reactants Br[C:2]1[C:3]([F:23])=[CH:4][C:5]2[O:15][CH2:14][C:13]([F:17])([CH3:16])[C:12]3[S:11][C:10]([C:18]([O:20][CH2:21][CH3:22])=[O:19])=[N:9][C:8]=3[C:6]=2[CH:7]=1.[C:24]([C@:26]1([OH:33])[CH2:30][CH2:29][N:28]([CH3:31])[C:27]1=[O:32])#[CH:25], predict the reaction product. The product is: [F:17][C:13]1([CH3:16])[C:12]2[S:11][C:10]([C:18]([O:20][CH2:21][CH3:22])=[O:19])=[N:9][C:8]=2[C:6]2[CH:7]=[C:2]([C:25]#[C:24][C@:26]3([OH:33])[CH2:30][CH2:29][N:28]([CH3:31])[C:27]3=[O:32])[C:3]([F:23])=[CH:4][C:5]=2[O:15][CH2:14]1. (5) Given the reactants [N:1]12[CH2:8][CH2:7][C:4]([C:9]([C:17]3[CH:22]=[CH:21][CH:20]=[CH:19][CH:18]=3)([C:11]3[CH:16]=[CH:15][CH:14]=[CH:13][CH:12]=3)[OH:10])([CH2:5][CH2:6]1)[CH2:3][CH2:2]2.[CH3:23][C:24]1[CH:29]=[CH:28][CH:27]=[CH:26][C:25]=1[O:30][CH2:31][CH2:32][CH2:33][Br:34], predict the reaction product. The product is: [Br-:34].[OH:10][C:9]([C:17]1[CH:22]=[CH:21][CH:20]=[CH:19][CH:18]=1)([C:11]1[CH:12]=[CH:13][CH:14]=[CH:15][CH:16]=1)[C:4]12[CH2:5][CH2:6][N+:1]([CH2:33][CH2:32][CH2:31][O:30][C:25]3[CH:26]=[CH:27][CH:28]=[CH:29][C:24]=3[CH3:23])([CH2:2][CH2:3]1)[CH2:8][CH2:7]2. (6) Given the reactants [Cl:1][C:2]1[CH:11]=[C:10]([CH:12]([CH:14]2[CH2:17][N:16](C(OC(C)(C)C)=O)[CH2:15]2)[CH3:13])[C:9]([Cl:25])=[C:8]2[C:3]=1[CH2:4][CH2:5][N:6]([CH2:27][C:28]1[C:29](=[O:37])[NH:30][C:31]([CH3:36])=[CH:32][C:33]=1[O:34][CH3:35])[C:7]2=[O:26].Cl, predict the reaction product. The product is: [NH:16]1[CH2:17][CH:14]([CH:12]([C:10]2[C:9]([Cl:25])=[C:8]3[C:3]([CH2:4][CH2:5][N:6]([CH2:27][C:28]4[C:29](=[O:37])[NH:30][C:31]([CH3:36])=[CH:32][C:33]=4[O:34][CH3:35])[C:7]3=[O:26])=[C:2]([Cl:1])[CH:11]=2)[CH3:13])[CH2:15]1. (7) Given the reactants [CH:1]([N:3]([CH2:5][CH2:6][O:7][C:8]1[CH:13]=[CH:12][CH:11]=[C:10]([O:14]CC2C=CC=CC=2)[CH:9]=1)[OH:4])=[O:2], predict the reaction product. The product is: [CH:1]([N:3]([CH2:5][CH2:6][O:7][C:8]1[CH:13]=[CH:12][CH:11]=[C:10]([OH:14])[CH:9]=1)[OH:4])=[O:2].